Dataset: Full USPTO retrosynthesis dataset with 1.9M reactions from patents (1976-2016). Task: Predict the reactants needed to synthesize the given product. (1) Given the product [C:1]1([S:7]([N:10]2[C:14]3=[N:15][CH:16]=[CH:17][CH:18]=[C:13]3[CH:12]=[C:11]2[CH:19]([OH:36])[CH2:20][CH:21]2[CH2:22][CH2:26][CH2:25][CH2:24]2)(=[O:9])=[O:8])[CH:2]=[CH:3][CH:4]=[CH:5][CH:6]=1, predict the reactants needed to synthesize it. The reactants are: [C:1]1([S:7]([N:10]2[C:14]3=[N:15][CH:16]=[CH:17][CH:18]=[C:13]3[CH:12]=[CH:11]2)(=[O:9])=[O:8])[CH:6]=[CH:5][CH:4]=[CH:3][CH:2]=1.[CH2:19]([Li])[CH2:20][CH2:21][CH3:22].[CH3:24][CH2:25][CH2:26]CCC.C1(C=[O:36])CCCC1. (2) Given the product [OH:21][C:12]1[C:13]2[C:18]([O:19][CH3:20])=[N:17][CH:16]=[N:15][C:14]=2[N:9]([OH:8])[C:10](=[O:22])[CH:11]=1, predict the reactants needed to synthesize it. The reactants are: C([O:8][N:9]1[C:14]2[N:15]=[CH:16][N:17]=[C:18]([O:19][CH3:20])[C:13]=2[C:12]([OH:21])=[CH:11][C:10]1=[O:22])C1C=CC=CC=1.CO.[H][H]. (3) Given the product [Cl:1][C:2]1[C:7]([S:8]([CH3:11])(=[O:10])=[O:9])=[CH:6][C:5]([C:12]2[N:13]([C:33]([N:50]3[CH2:49][CH2:48][N:47]([CH2:46][C:45]([N:44]([CH2:54][CH2:55][O:56][CH2:57][CH3:58])[CH2:43][CH2:42][O:41][CH2:39][CH3:40])=[O:53])[CH2:52][CH2:51]3)=[O:34])[C@@:14]([C:26]3[CH:31]=[CH:30][C:29]([Cl:32])=[CH:28][CH:27]=3)([CH3:25])[C@@:15]([C:18]3[CH:19]=[CH:20][C:21]([Cl:24])=[CH:22][CH:23]=3)([CH3:17])[N:16]=2)=[C:4]([O:36][CH2:37][CH3:38])[CH:3]=1, predict the reactants needed to synthesize it. The reactants are: [Cl:1][C:2]1[C:7]([S:8]([CH3:11])(=[O:10])=[O:9])=[CH:6][C:5]([C:12]2[N:13]([C:33](Cl)=[O:34])[C@@:14]([C:26]3[CH:31]=[CH:30][C:29]([Cl:32])=[CH:28][CH:27]=3)([CH3:25])[C@@:15]([C:18]3[CH:23]=[CH:22][C:21]([Cl:24])=[CH:20][CH:19]=3)([CH3:17])[N:16]=2)=[C:4]([O:36][CH2:37][CH3:38])[CH:3]=1.[CH2:39]([O:41][CH2:42][CH2:43][N:44]([CH2:54][CH2:55][O:56][CH2:57][CH3:58])[C:45](=[O:53])[CH2:46][N:47]1[CH2:52][CH2:51][NH:50][CH2:49][CH2:48]1)[CH3:40]. (4) Given the product [C:1]([C:5]1[CH:10]=[CH:9][C:8]([N+:12]([O-:15])=[O:13])=[C:7]([NH:11][C:19](=[O:20])[C:18]([F:29])([F:28])[F:17])[CH:6]=1)([CH3:4])([CH3:2])[CH3:3], predict the reactants needed to synthesize it. The reactants are: [C:1]([C:5]1[CH:6]=[C:7]([NH2:11])[CH:8]=[CH:9][CH:10]=1)([CH3:4])([CH3:3])[CH3:2].[N+:12]([O-:15])([O-])=[O:13].[K+].[F:17][C:18]([F:29])([F:28])[C:19](O[C:19](=[O:20])[C:18]([F:29])([F:28])[F:17])=[O:20]. (5) Given the product [Cl:1][C:2]1[N:3]=[C:4]([N:20]2[CH2:25][CH2:24][O:23][CH2:22][CH2:21]2)[C:5]2[S:10][C:9]([C:11]3[CH:18]=[CH:17][CH:16]=[C:13]([CH2:14][N:30]4[CH2:31][CH2:32][N:27]([CH3:26])[CH2:28][CH2:29]4)[CH:12]=3)=[C:8]([CH3:19])[C:6]=2[N:7]=1, predict the reactants needed to synthesize it. The reactants are: [Cl:1][C:2]1[N:3]=[C:4]([N:20]2[CH2:25][CH2:24][O:23][CH2:22][CH2:21]2)[C:5]2[S:10][C:9]([C:11]3[CH:12]=[C:13]([CH:16]=[CH:17][CH:18]=3)[CH:14]=O)=[C:8]([CH3:19])[C:6]=2[N:7]=1.[CH3:26][N:27]1[CH2:32][CH2:31][NH:30][CH2:29][CH2:28]1. (6) Given the product [Cl:12][C:13]1[CH:18]=[C:17]([Cl:19])[CH:16]=[CH:15][C:14]=1[C:20]1([C:23]([N:1]2[CH2:5][CH2:4][CH:3]([OH:6])[CH2:2]2)=[O:24])[CH2:21][CH2:22]1, predict the reactants needed to synthesize it. The reactants are: [NH:1]1[CH2:5][CH2:4][CH:3]([OH:6])[CH2:2]1.CN(C)C=O.[Cl:12][C:13]1[CH:18]=[C:17]([Cl:19])[CH:16]=[CH:15][C:14]=1[C:20]1([C:23](O)=[O:24])[CH2:22][CH2:21]1.F[P-](F)(F)(F)(F)F.N1(O[P+](N(C)C)(N(C)C)N(C)C)C2C=CC=CC=2N=N1.CCN(C(C)C)C(C)C.